From a dataset of Forward reaction prediction with 1.9M reactions from USPTO patents (1976-2016). Predict the product of the given reaction. (1) The product is: [Cl:1][C:2]1[CH:10]=[C:9]2[C:5]([C:6]([C:11]([N:13]3[CH2:18][CH2:17][C:16]4([C:22]5[CH:23]=[CH:24][C:25]([F:27])=[CH:26][C:21]=5[C:20](=[O:28])[O:19]4)[CH2:15][CH2:14]3)=[O:12])=[CH:7][N:8]2[C:32]2[CH:37]=[CH:36][CH:35]=[CH:34][N:33]=2)=[CH:4][CH:3]=1. Given the reactants [Cl:1][C:2]1[CH:10]=[C:9]2[C:5]([C:6]([C:11]([N:13]3[CH2:18][CH2:17][C:16]4([C:22]5[CH:23]=[CH:24][C:25]([F:27])=[CH:26][C:21]=5[C:20](=[O:28])[O:19]4)[CH2:15][CH2:14]3)=[O:12])=[CH:7][NH:8]2)=[CH:4][CH:3]=1.[H-].[Na+].F[C:32]1[CH:37]=[CH:36][CH:35]=[CH:34][N:33]=1, predict the reaction product. (2) Given the reactants [C:1]([C:3]1[CH:4]=[N:5][C:6]([NH2:9])=[N:7][CH:8]=1)#[CH:2].[Si:10]([O:17][C@@H:18]1[CH2:23][CH2:22][CH2:21][N:20]([C:24]2[CH:29]=[CH:28][C:27]([C:30]([F:33])([F:32])[F:31])=[CH:26][C:25]=2[NH:34][C:35](=[O:44])[C:36]2[CH:41]=[C:40](I)[CH:39]=[CH:38][C:37]=2[F:43])[CH2:19]1)([C:13]([CH3:16])([CH3:15])[CH3:14])([CH3:12])[CH3:11].C(N(CC)CC)C, predict the reaction product. The product is: [NH2:9][C:6]1[N:7]=[CH:8][C:3]([C:1]#[C:2][C:40]2[CH:39]=[CH:38][C:37]([F:43])=[C:36]([CH:41]=2)[C:35]([NH:34][C:25]2[CH:26]=[C:27]([C:30]([F:31])([F:32])[F:33])[CH:28]=[CH:29][C:24]=2[N:20]2[CH2:21][CH2:22][CH2:23][C@@H:18]([O:17][Si:10]([C:13]([CH3:14])([CH3:15])[CH3:16])([CH3:11])[CH3:12])[CH2:19]2)=[O:44])=[CH:4][N:5]=1.